This data is from Experimentally validated miRNA-target interactions with 360,000+ pairs, plus equal number of negative samples. The task is: Binary Classification. Given a miRNA mature sequence and a target amino acid sequence, predict their likelihood of interaction. (1) The miRNA is hsa-miR-4725-3p with sequence UGGGGAAGGCGUCAGUGUCGGG. The protein sequence of the target gene is MVKQTIQIFARVKPPVRKHQQGIYSIDEDEKLIPSLEIILPRDLADGFVNNKRESYKFKFQRIFDQDANQETVFENIAKPVAGSVLAGYNGTIFAYGQTGSGKTFTITGGAERYSDRGIIPRTLSYIFEQLQKDSSKIYTTHISYLEIYNECGYDLLDPRHEASSLEDLPKVTILEDPDQNIHLKNLTLHQATTEEEALNLLFLGDTNRMIAETPMNQASTRSHCIFTIHLSSKEPGSATVRHAKLHLVDLAGSERVAKTGVGGHLLTEAKYINLSLHYLEQVIIALSEKHRSHIPYRNS.... Result: 1 (interaction). (2) The protein sequence of the target gene is MEEGSSSPVSPVDSLGTSEEELERQPKRFGRKRRYSKKSSEDGSPTPGKRGKKGSPSAQSFEELQSQRILANVRERQRTQSLNEAFAALRKIIPTLPSDKLSKIQTLKLAARYIDFLYQVLQSDEMDNKMTSCSYVAHERLSYAFSVWRMEGAWSMSASH. Result: 0 (no interaction). The miRNA is cel-miR-1823-3p with sequence UACUGGAAGUGUUUAGGAGUAA. (3) The miRNA is hsa-miR-4513 with sequence AGACUGACGGCUGGAGGCCCAU. The protein sequence of the target gene is MGPKTLPQLAGKWQVLCMLSLCCWGWVSGQLRYSVVEESEPGTLVGNVAQDLGLKMTDLLSRRLQLGSEENGRYFSLSLMSGALAVNQKIDRESLCGASTSCLLPVQVVTEHPLELIRVEVEILDLNDNSPSFATPEREMRISESAASGARFPLDSAQDPDVGTNTVSFYTLSPNSHFSLNVKTLKDGKPFPELVLEQQLDREAQARHQLVLTAVDGGTPARSGTTLISVIVLDINDNAPTFQSSVLRVGIPENAPIGTLLLRLNATDPDEGTNGQLDYSFGDHTSEAVRNLFGLDPSSG.... Result: 0 (no interaction). (4) The protein sequence of the target gene is MAKEEPQSISRDLQELQKKLSLLIDSFQNNSKVVAFMKSPVGQYLDSHPFLAFTLLVFIVMSAVPVGFFLLIVVLTTLAALLGVIILEGLVISVGGFSLLCILCGLGFVSLAMSGMMIASYVVVSSLISCWFSPRPLTQQNTSCDFLPAMKSAEFEGLYQE. Result: 0 (no interaction). The miRNA is mmu-miR-205-5p with sequence UCCUUCAUUCCACCGGAGUCUG. (5) The miRNA is mmu-miR-377-3p with sequence AUCACACAAAGGCAACUUUUGU. Result: 1 (interaction). The protein sequence of the target gene is MFPLLIVLSQLPRLTLAVPHCIRSLKDSEHAPEEVFASKEAANIFMHRRLLNNRFDLELFTPGDLERECYEEFCSYEEAREILGDDENTIKFWQTYSIKGPTTGSDVNKEKIDVMSLLTGLIVAGVFLVIFGLVGYYVCLTKCKRRPYPSSSANYTRTARYTPSIVFRSPEEAVLSPSTSSEDAGLPSYEQAVALTRKHSVSPPPPYPGPARGFRVFKKSMSLPSH. (6) The miRNA is hsa-miR-3160-3p with sequence AGAGCUGAGACUAGAAAGCCCA. The protein sequence of the target gene is MGKSFANFMCKKDFHPASKSNIKKVWMAEQKISYDKKKQEELMQQYLKEQESYDNRLLMGDERVKNGLNFMYEAPPGVKKENKEKEETEGETEYKFEWQKGAPREKYAKDDMNIRDQPFGIQVRNVRCIKCHKWGHVNTDRECPLFGLSGINASSVPTDGSGPSMHPSELIAEMRNSGFALKRNVLGRNLTANDPSQDYVASDCEEDPEVEFLKSLTTKQKQKLLRKLDRLEKKKKKKKSDKKKKKLQKSKNKHKKRKNKSPSSSSSSSSSSSSSSSSSSSSSSSSETSDSSSESDNKEK.... Result: 0 (no interaction). (7) The miRNA is hsa-miR-1255b-5p with sequence CGGAUGAGCAAAGAAAGUGGUU. The protein sequence of the target gene is MASLSRPSLPSCLCSFLLLLLLQVSSSYAGQFRVIGPRHPIRALVGDEVELPCRISPGKNATGMEVGWYRPPFSRVVHLYRNGKDQDGDQAPEYRGRTELLKDAIGEGKVTLRIRNVRFSDEGGFTCFFRDHSYQEEAAMELKVEDPFYWVSPGVLVLLAVLPVLLLQITVGLIFLCLQYRLRGKLRAEIENLHRTFDPHFLRVPCWKITLFVIVPVLGPLVALIICYNWLHRRLAGQFLEELRNPF. Result: 0 (no interaction). (8) The miRNA is mmu-miR-5120 with sequence UUUGGGGCUGUGGUGCCACCAGC. The protein sequence of the target gene is MSVFGKLFGAGGGKAGKGGPTPQEAIQRLRDTEEMLSKKQEFLEKKIEQELTAAKKHGTKNKRAALQALKRKKRYEKQLAQIDGTLSTIEFQREALENANTNTEVLKNMGYAAKAMKAAHDNMDIDKVDELMQDIADQQELAEEISTAISKPVGFGEEFDEDELMAELEELEQEELDKNLLEISGPETVPLPNVPSVALPSKPAKKKEEEDDDMKELENWAGSM. Result: 0 (no interaction). (9) The miRNA is hsa-miR-6810-3p with sequence UCCCCUGCUCCCUUGUUCCCCAG. The protein sequence of the target gene is MATRVRTASIWVPPLQERNSSWDRIRKLQGQESILGQGTPGLQPLPGTPRQKQKSRRIEKVLEWLFISQEQPKITKSWGPLSFMDVFVDFTWEEWQLLDPAQKCLYRSVMLENYSNLVSLGYQHTKPDIIFKLEQGEELCMVQAQVPNQTCPNTVWKIDDLMDWHQENKDKLGSTAKSFECTTFGKLCLLSTKYLSRQKPHKCGTHGKSLKYIDFTSDYARNNPNGFQVHGKSFFHSKHEQTVIGIKYCESIESGKTVNKKSQLMCQQMYMGEKPFGCSCCEKAFSSKSYLLVHQQTHAE.... Result: 1 (interaction).